From a dataset of Forward reaction prediction with 1.9M reactions from USPTO patents (1976-2016). Predict the product of the given reaction. (1) Given the reactants [Br:1][C:2]1[CH:3]=[C:4]([C:13]([O:15]C)=O)[C:5](=[O:12])[NH:6][C:7]=1[C:8]([F:11])([F:10])[F:9].Cl, predict the reaction product. The product is: [CH2:5]([NH:6][C:13]([C:4]1[C:5](=[O:12])[NH:6][C:7]([C:8]([F:9])([F:10])[F:11])=[C:2]([Br:1])[CH:3]=1)=[O:15])[CH:4]=[CH2:3]. (2) Given the reactants [BH4-].[Na+].[Br:3][C:4]1[CH:5]=[CH:6][C:7]([OH:18])=[C:8]([C:10]([C:12]2[CH:17]=[CH:16][CH:15]=[CH:14][CH:13]=2)=[O:11])[CH:9]=1, predict the reaction product. The product is: [Br:3][C:4]1[CH:5]=[CH:6][C:7]([OH:18])=[C:8]([CH:10]([OH:11])[C:12]2[CH:17]=[CH:16][CH:15]=[CH:14][CH:13]=2)[CH:9]=1. (3) Given the reactants [OH:1][C:2]1[CH:11]=[CH:10][C:5]([C:6]([O:8]C)=[O:7])=[CH:4][CH:3]=1.[F:12][C:13]([F:23])([F:22])[C:14]1[N:19]=[CH:18][C:17]([CH2:20]O)=[CH:16][CH:15]=1.C1(P(C2C=CC=CC=2)C2C=CC=CC=2)C=CC=CC=1.[OH-].[Li+].C(O)(=O)CC(CC(O)=O)(C(O)=O)O.[CH3:58][S:59]([NH2:62])(=[O:61])=[O:60].Cl.CN(C)CCCN=C=NCC, predict the reaction product. The product is: [CH:6]([OH:8])=[O:7].[CH3:58][S:59]([NH:62][C:6](=[O:8])[C:5]1[CH:4]=[CH:3][C:2]([O:1][CH2:20][C:17]2[CH:18]=[N:19][C:14]([C:13]([F:23])([F:22])[F:12])=[CH:15][CH:16]=2)=[CH:11][CH:10]=1)(=[O:61])=[O:60].